Dataset: Full USPTO retrosynthesis dataset with 1.9M reactions from patents (1976-2016). Task: Predict the reactants needed to synthesize the given product. (1) Given the product [F:18][C:2]([F:1])([F:17])[C:3]1[CH:8]=[CH:7][N:6]=[C:5]([C@H:9]([NH:10][S@@:11]([C:13]([CH3:14])([CH3:15])[CH3:16])=[O:12])[CH3:19])[CH:4]=1, predict the reactants needed to synthesize it. The reactants are: [F:1][C:2]([F:18])([F:17])[C:3]1[CH:8]=[CH:7][N:6]=[C:5](/[CH:9]=[N:10]/[S@@:11]([C:13]([CH3:16])([CH3:15])[CH3:14])=[O:12])[CH:4]=1.[CH3:19][Mg]Br. (2) Given the product [N:10]1[CH:11]=[CH:12][C:7]([C:5]2[S:4][CH:3]=[C:2]([NH2:1])[CH:6]=2)=[CH:8][CH:9]=1, predict the reactants needed to synthesize it. The reactants are: [NH2:1][C:2]1[CH:6]=[C:5]([C:7]2[CH:12]=[CH:11][N:10]=[CH:9][CH:8]=2)[S:4][C:3]=1C(O)=O.[OH-].[Na+]. (3) Given the product [F:1][C:2]1[CH:3]=[C:4]([N:9]2[CH2:13][C@H:12]([CH2:14][NH:15][C:16](=[O:18])[CH3:17])[O:11][C:10]2=[O:19])[CH:5]=[CH:6][C:7]=1[C:22]1[S:26][C:25]([C:27]2[CH2:31][CH:30]([CH2:32][OH:33])[O:29][N:28]=2)=[CH:24][CH:23]=1, predict the reactants needed to synthesize it. The reactants are: [F:1][C:2]1[CH:3]=[C:4]([N:9]2[CH2:13][C@H:12]([CH2:14][NH:15][C:16](=[O:18])[CH3:17])[O:11][C:10]2=[O:19])[CH:5]=[CH:6][C:7]=1I.C[Sn](C)(C)[C:22]1[S:26][C:25]([C:27]2[CH2:31][CH:30]([CH2:32][OH:33])[O:29][N:28]=2)=[CH:24][CH:23]=1.O1C=CC=C1P(C1OC=CC=1)C1OC=CC=1. (4) Given the product [NH2:11][C@H:7]([C:8]([OH:10])=[O:9])[CH2:6][CH2:5][C:3]([NH:21][CH2:19][CH3:20])=[O:4], predict the reactants needed to synthesize it. The reactants are: CO[C:3]([CH2:5][CH2:6][C@H:7]([NH2:11])[C:8]([OH:10])=[O:9])=[O:4].C(CC(=O)C)(=O)C.[CH2:19]([N:21](CC)CC)[CH3:20].C(N)C.C(O)(=O)C. (5) Given the product [Cl:22][C:19]1[CH:9]=[CH:10][C:11]([I:17])=[C:6]([N:5]2[CH2:10][CH2:11][CH2:6][CH2:7]2)[CH:7]=1, predict the reactants needed to synthesize it. The reactants are: N([O-])=O.[Na+].[NH2:5][C:6]1[CH:11]=[CH:10][CH:9]=C[CH:7]=1.S(=O)(=O)(O)O.[I-:17].[K+].[CH:19]([Cl:22])(Cl)Cl. (6) Given the product [CH3:13][O:12][C:11]1[CH:10]=[CH:9][C:4]([C:5]([O:7][CH3:8])=[O:6])=[CH:3][C:2]=1[NH:1][C:30](=[O:31])[CH2:29][N:23]1[CH2:28][CH2:27][O:26][CH2:25][CH2:24]1, predict the reactants needed to synthesize it. The reactants are: [NH2:1][C:2]1[CH:3]=[C:4]([CH:9]=[CH:10][C:11]=1[O:12][CH3:13])[C:5]([O:7][CH3:8])=[O:6].C(N(C(C)C)CC)(C)C.[N:23]1([CH2:29][C:30](O)=[O:31])[CH2:28][CH2:27][O:26][CH2:25][CH2:24]1.O. (7) Given the product [CH3:17][N:14]1[CH2:13][CH2:12][C:11]2([C:6]3[CH:7]=[CH:8][CH:9]=[CH:10][C:5]=3[C:2]([CH3:3])([CH3:4])[O:18]2)[CH2:16][CH2:15]1, predict the reactants needed to synthesize it. The reactants are: O[C:2]([C:5]1[CH:10]=[CH:9][CH:8]=[CH:7][C:6]=1[C:11]1([OH:18])[CH2:16][CH2:15][N:14]([CH3:17])[CH2:13][CH2:12]1)([CH3:4])[CH3:3].B(F)(F)F.CCOCC.